This data is from Full USPTO retrosynthesis dataset with 1.9M reactions from patents (1976-2016). The task is: Predict the reactants needed to synthesize the given product. (1) The reactants are: Cl[C:2]1[CH:7]=[C:6]([NH2:8])[CH:5]=[C:4]([CH3:9])[N:3]=1.[OH-:10].[Na+]. Given the product [CH2:9]([O:10][C:2]1[CH:7]=[C:6]([NH2:8])[CH:5]=[C:4]([CH3:9])[N:3]=1)[CH2:4][CH2:5][CH3:6], predict the reactants needed to synthesize it. (2) The reactants are: Cl[CH2:2][C:3]1[CH:8]=[N:7][CH:6]=[CH:5][N:4]=1.ClCC1C(C(F)(F)F)=NC=CC=1.[NH:21]1[C:29]2[C:24](=[CH:25][CH:26]=[CH:27][CH:28]=2)[C@@:23]2([C:41]3[C:32](=[CH:33][C:34]4[O:39][CH2:38][CH2:37][O:36][C:35]=4[CH:40]=3)[O:31][CH2:30]2)[C:22]1=[O:42].N1C2C(=CC=CC=2)C2(C3C(=CC4OCCOC=4C=3)OC2)C1=O. Given the product [N:4]1[CH:5]=[CH:6][N:7]=[CH:8][C:3]=1[CH2:2][N:21]1[C:29]2[C:24](=[CH:25][CH:26]=[CH:27][CH:28]=2)[C@@:23]2([C:41]3[C:32](=[CH:33][C:34]4[O:39][CH2:38][CH2:37][O:36][C:35]=4[CH:40]=3)[O:31][CH2:30]2)[C:22]1=[O:42], predict the reactants needed to synthesize it.